The task is: Predict the product of the given reaction.. This data is from Forward reaction prediction with 1.9M reactions from USPTO patents (1976-2016). Given the reactants [CH:1]1([C:4]2[C:5]([O:15][C@@H:16]3[CH2:21][CH2:20][CH2:19][NH:18][CH2:17]3)=[CH:6][C:7]([F:14])=[C:8]([CH:13]=2)[C:9]([O:11][CH3:12])=[O:10])[CH2:3][CH2:2]1.C(N(CC)CC)C.FC(F)(F)S(O[CH2:35][C:36]1([C:41]([F:44])([F:43])[F:42])[CH2:40][CH2:39][CH2:38][CH2:37]1)(=O)=O.FF, predict the reaction product. The product is: [CH:1]1([C:4]2[C:5]([O:15][C@@H:16]3[CH2:21][CH2:20][CH2:19][N:18]([CH2:35][C:36]4([C:41]([F:44])([F:43])[F:42])[CH2:40][CH2:39][CH2:38][CH2:37]4)[CH2:17]3)=[CH:6][C:7]([F:14])=[C:8]([CH:13]=2)[C:9]([O:11][CH3:12])=[O:10])[CH2:2][CH2:3]1.